This data is from Forward reaction prediction with 1.9M reactions from USPTO patents (1976-2016). The task is: Predict the product of the given reaction. (1) Given the reactants [Br:1][C:2]1[CH:10]=[CH:9][C:5]([C:6]([OH:8])=O)=[CH:4][C:3]=1[O:11][CH:12]([CH3:14])[CH3:13].Cl.CN(C)CCCN=C=NCC.[C:27]1([S:37]([NH2:40])(=[O:39])=[O:38])[C:28]([S:33]([NH2:36])(=[O:35])=[O:34])=[CH:29][CH:30]=[CH:31][CH:32]=1, predict the reaction product. The product is: [Br:1][C:2]1[CH:10]=[CH:9][C:5]([C:6]([NH:40][S:37]([C:27]2[CH:32]=[CH:31][CH:30]=[CH:29][C:28]=2[S:33](=[O:35])(=[O:34])[NH2:36])(=[O:39])=[O:38])=[O:8])=[CH:4][C:3]=1[O:11][CH:12]([CH3:14])[CH3:13]. (2) The product is: [CH3:20][O:21][CH2:22][CH2:23][C@@H:24]1[NH:25][CH2:26][CH2:27][N:19]([C:8]2[C:7]3[CH:6]=[C:5]([CH:2]([CH3:4])[CH3:3])[S:14][C:13]=3[NH:12][C:11]3[CH:15]=[CH:16][CH:17]=[CH:18][C:10]=3[N:9]=2)[CH2:29]1. Given the reactants Cl.[CH:2]([C:5]1[S:14][C:13]2[NH:12][C:11]3[CH:15]=[CH:16][CH:17]=[CH:18][C:10]=3[N:9]=[C:8]([NH2:19])[C:7]=2[CH:6]=1)([CH3:4])[CH3:3].[CH3:20][O:21][CH2:22][CH2:23][C@H:24]1[CH2:29]N[CH2:27][CH2:26][NH:25]1.C(N(C(C)C)CC)(C)C, predict the reaction product. (3) Given the reactants [Cl:1][C:2]1[N:7]=[C:6]([Cl:8])[CH:5]=[C:4](Cl)[N:3]=1.[CH3:10][O-:11].[Na+], predict the reaction product. The product is: [Cl:1][C:2]1[N:7]=[C:6]([Cl:8])[CH:5]=[C:4]([O:11][CH3:10])[N:3]=1. (4) Given the reactants [C:1]([C:4]1[C:22](=[O:23])[C@@:8]2([CH3:24])[C:9]3[C:15]([OH:16])=[CH:14][C:13]([O:17][CH3:18])=[C:12]([C:19]([NH2:21])=[O:20])[C:10]=3[O:11][C:7]2=[CH:6][C:5]=1[OH:25])(=[O:3])[CH3:2].[CH2:26]([C:28]1[CH:29]=[C:30](C=O)[C:31]2[C:36]([CH:37]=1)=[CH:35][CH:34]=[CH:33][CH:32]=2)[CH3:27].[CH2:40]([SiH](CC)CC)C.FC(F)(F)C(O)=O, predict the reaction product. The product is: [C:1]([C:4]1[C:22](=[O:23])[C@@:8]2([CH3:24])[C:9]3[C:15]([OH:16])=[CH:14][C:13]([O:17][CH3:18])=[C:12]([C:19]([NH:21][CH2:40][C:37]4[C:36]5[C:31](=[CH:32][CH:33]=[CH:34][CH:35]=5)[CH:30]=[CH:29][C:28]=4[CH2:26][CH3:27])=[O:20])[C:10]=3[O:11][C:7]2=[CH:6][C:5]=1[OH:25])(=[O:3])[CH3:2].